From a dataset of Catalyst prediction with 721,799 reactions and 888 catalyst types from USPTO. Predict which catalyst facilitates the given reaction. (1) Reactant: [CH3:1][C:2]1[CH:9]=[CH:8][CH:7]=[CH:6][C:3]=1[CH2:4]Br.[CH3:10][O:11][C:12](=[O:25])[CH2:13][C@@H:14]([C:18]1[CH:23]=[CH:22][C:21]([OH:24])=[CH:20][CH:19]=1)[C:15]#[C:16][CH3:17].C([O-])([O-])=O.[Cs+].[Cs+]. Product: [CH3:10][O:11][C:12](=[O:25])[CH2:13][C@@H:14]([C:18]1[CH:19]=[CH:20][C:21]([O:24][CH2:4][C:3]2[CH:6]=[CH:7][CH:8]=[CH:9][C:2]=2[CH3:1])=[CH:22][CH:23]=1)[C:15]#[C:16][CH3:17]. The catalyst class is: 21. (2) Reactant: [C:1]([C:3]1[CH:8]=[CH:7][C:6]([N:9]2[C:13]([C:14](OCC)=[O:15])=[CH:12][N:11]=[CH:10]2)=[CH:5][CH:4]=1)#[N:2].[H-].[H-].[H-].[H-].[Li+].[Al+3]. Product: [OH:15][CH2:14][C:13]1[N:9]([C:6]2[CH:7]=[CH:8][C:3]([C:1]#[N:2])=[CH:4][CH:5]=2)[CH:10]=[N:11][CH:12]=1. The catalyst class is: 7. (3) Reactant: [CH3:1][O:2][CH2:3][C:4]([NH:6][C@@H:7]([C:15]([CH3:18])([CH3:17])[CH3:16])[C:8]([O:10]C(C)(C)C)=[O:9])=[O:5].FC(F)(F)C(O)=O. Product: [CH3:1][O:2][CH2:3][C:4]([NH:6][C@@H:7]([C:15]([CH3:18])([CH3:17])[CH3:16])[C:8]([OH:10])=[O:9])=[O:5]. The catalyst class is: 4. (4) Reactant: [CH3:1][N:2]1[C:10]2[C:5](=[CH:6][C:7]([CH:11]([OH:13])[CH3:12])=[CH:8][CH:9]=2)[CH:4]=[N:3]1.CC(OI1(OC(C)=O)(OC(C)=O)OC(=O)C2C=CC=CC1=2)=O. Product: [CH3:1][N:2]1[C:10]2[C:5](=[CH:6][C:7]([C:11](=[O:13])[CH3:12])=[CH:8][CH:9]=2)[CH:4]=[N:3]1. The catalyst class is: 1. (5) Reactant: Br[C:2]1[CH:7]=[CH:6][CH:5]=[C:4]([CH:8]([CH:10]2[CH2:12][CH2:11]2)[CH3:9])[C:3]=1[O:13]CC(C)=C.[Li+].[CH3:19][CH2:20][CH2:21][CH2-:22]. Product: [CH:10]1([CH:8]([C:4]2[CH:5]=[CH:6][CH:7]=[C:2]([C:20]3([CH3:19])[CH2:22][CH2:21]3)[C:3]=2[OH:13])[CH3:9])[CH2:11][CH2:12]1. The catalyst class is: 27. (6) Reactant: C[Si]([C:5]#[C:6][C:7]1[C:8]([CH2:13][C:14]([O:16][CH2:17][CH3:18])=[O:15])=[N:9][CH:10]=[CH:11][N:12]=1)(C)C.CCCC[N+](CCCC)(CCCC)CCCC.[F-].O. Product: [C:6]([C:7]1[C:8]([CH2:13][C:14]([O:16][CH2:17][CH3:18])=[O:15])=[N:9][CH:10]=[CH:11][N:12]=1)#[CH:5]. The catalyst class is: 1.